From a dataset of Forward reaction prediction with 1.9M reactions from USPTO patents (1976-2016). Predict the product of the given reaction. (1) Given the reactants [Cl:1][C:2]1[N:7]=[C:6](Cl)[C:5]([N+:9]([O-:11])=[O:10])=[CH:4][N:3]=1.[CH3:12][CH:13]1[CH2:18][CH2:17][NH:16][CH2:15][CH2:14]1, predict the reaction product. The product is: [Cl:1][C:2]1[N:7]=[C:6]([N:16]2[CH2:17][CH2:18][CH:13]([CH3:12])[CH2:14][CH2:15]2)[C:5]([N+:9]([O-:11])=[O:10])=[CH:4][N:3]=1. (2) Given the reactants [CH3:1][C:2]([CH3:8])([CH3:7])[CH2:3][C:4](Cl)=O.Cl.[NH2:10][CH2:11][CH2:12][C:13]([CH3:19])([CH3:18])[C:14](OC)=[O:15], predict the reaction product. The product is: [CH3:1][C:2]([CH3:8])([CH3:7])[CH2:3][CH2:4][NH:10][CH2:11][CH2:12][C:13]([CH3:19])([CH3:18])[CH2:14][OH:15]. (3) Given the reactants [Cl:1][C:2]1[CH:3]=[CH:4][C:5]([O:11][C:12]2[CH:17]=[CH:16][C:15]([F:18])=[CH:14][CH:13]=2)=[C:6]([CH:10]=1)[C:7]([OH:9])=O.Cl.[N:20]1[NH:21][N:22]=[N:23][C:24]=1[C:25]1[CH:30]=[CH:29][C:28]([CH2:31][NH2:32])=[CH:27][CH:26]=1, predict the reaction product. The product is: [Cl:1][C:2]1[CH:3]=[CH:4][C:5]([O:11][C:12]2[CH:17]=[CH:16][C:15]([F:18])=[CH:14][CH:13]=2)=[C:6]([CH:10]=1)[C:7]([NH:32][CH2:31][C:28]1[CH:27]=[CH:26][C:25]([C:24]2[N:20]=[N:21][NH:22][N:23]=2)=[CH:30][CH:29]=1)=[O:9]. (4) The product is: [C:23]([O:22][C:20](=[O:21])[N:8]([CH3:9])[CH2:7][CH2:6][NH:5][C:3](=[O:4])[C:2]([F:10])([F:11])[F:1])([CH3:24])([CH3:25])[CH3:26]. Given the reactants [F:1][C:2]([F:11])([F:10])[C:3]([NH:5][CH2:6][CH2:7][NH:8][CH3:9])=[O:4].[C:20](O[C:20]([O:22][C:23]([CH3:26])([CH3:25])[CH3:24])=[O:21])([O:22][C:23]([CH3:26])([CH3:25])[CH3:24])=[O:21].C(N(CC)CC)C, predict the reaction product. (5) The product is: [NH2:13][CH2:1][C@@H:2]([C@H:3]1[CH2:4][O:10][C:6]([CH3:5])([CH3:14])[O:8]1)[OH:11]. Given the reactants [CH2:1](O)[C@@H:2]([OH:11])[C@H:3]1[O:8][C:6](=O)[C:5](O)=[C:4]1[OH:10].[NH3:13].[CH3:14]O, predict the reaction product. (6) Given the reactants [CH2:1]([N:8]1[C:12](=[O:13])[C:11](=[C:14]2[N:18]([CH3:19])[C:17]3[CH:20]=[C:21]([OH:24])[CH:22]=[CH:23][C:16]=3[S:15]2)[S:10][C:9]1=[N:25][C:26]1[CH:27]=[C:28]([CH:31]=[CH:32][C:33]=1[NH:34][CH2:35][CH3:36])[C:29]#[N:30])[C:2]1[CH:7]=[CH:6][CH:5]=[CH:4][CH:3]=1.Br[CH2:38][C:39]([O:41]C(C)(C)C)=[O:40].C([O-])([O-])=O.[K+].[K+], predict the reaction product. The product is: [CH2:1]([N:8]1[C:12](=[O:13])[C:11](=[C:14]2[N:18]([CH3:19])[C:17]3[CH:20]=[C:21]([O:24][CH2:38][C:39]([OH:41])=[O:40])[CH:22]=[CH:23][C:16]=3[S:15]2)[S:10][C:9]1=[N:25][C:26]1[CH:27]=[C:28]([C:29]#[N:30])[CH:31]=[CH:32][C:33]=1[NH:34][CH2:35][CH3:36])[C:2]1[CH:7]=[CH:6][CH:5]=[CH:4][CH:3]=1. (7) Given the reactants Br[CH2:2][C:3]([C:5]1[CH:10]=[CH:9][CH:8]=[CH:7][C:6]=1[F:11])=O.[NH2:12][C:13]([CH:15]1[CH2:20][CH2:19][N:18]([C:21]([O:23][C:24]([CH3:27])([CH3:26])[CH3:25])=[O:22])[CH2:17][CH2:16]1)=[S:14].C(=O)([O-])[O-].[K+].[K+].O, predict the reaction product. The product is: [F:11][C:6]1[CH:7]=[CH:8][CH:9]=[CH:10][C:5]=1[C:3]1[N:12]=[C:13]([CH:15]2[CH2:20][CH2:19][N:18]([C:21]([O:23][C:24]([CH3:27])([CH3:26])[CH3:25])=[O:22])[CH2:17][CH2:16]2)[S:14][CH:2]=1. (8) Given the reactants [CH3:1][N:2]1[CH2:15][CH2:14][C:5]2[NH:6][C:7]3[CH:8]=[CH:9][C:10]([CH3:13])=[CH:11][C:12]=3[C:4]=2[CH2:3]1.[NH:16]1[CH2:23][CH2:22]C[C@H:17]1C(O)=O.[O-]P([O-])([O-])=O.[K+].[K+].[K+].[CH3:32][C:33]1N=CC=N[CH:38]=1.C[N:40]([CH:42]=O)[CH3:41], predict the reaction product. The product is: [CH3:1][N:2]1[CH2:15][CH2:14][C:5]2[N:6](/[CH:32]=[C:33](/[C:41]3[CH:17]=[N:16][C:23]([CH3:22])=[CH:42][N:40]=3)\[CH3:38])[C:7]3[CH:8]=[CH:9][C:10]([CH3:13])=[CH:11][C:12]=3[C:4]=2[CH2:3]1. (9) Given the reactants [Cl:1][C:2]1[CH:23]=[CH:22][CH:21]=[C:20]([C:24]([F:27])([F:26])[F:25])[C:3]=1[C:4]([N:6]1[C:14]2[C:9](=[CH:10][CH:11]=[C:12]([C:15]([O:17]C)=[O:16])[CH:13]=2)[C:8]([I:19])=[N:7]1)=[O:5].[Li+].[OH-], predict the reaction product. The product is: [Cl:1][C:2]1[CH:23]=[CH:22][CH:21]=[C:20]([C:24]([F:25])([F:27])[F:26])[C:3]=1[C:4]([N:6]1[C:14]2[C:9](=[CH:10][CH:11]=[C:12]([C:15]([OH:17])=[O:16])[CH:13]=2)[C:8]([I:19])=[N:7]1)=[O:5]. (10) Given the reactants [CH3:1][O:2][C:3](=[O:12])[C:4]1[CH:9]=[CH:8][C:7]([NH2:10])=[C:6](I)[CH:5]=1.[CH:13]#[C:14][CH2:15][CH3:16], predict the reaction product. The product is: [CH3:1][O:2][C:3](=[O:12])[C:4]1[CH:9]=[CH:8][C:7]([NH2:10])=[C:6]([CH2:13][CH2:14][CH2:15][CH3:16])[CH:5]=1.